The task is: Predict the reaction yield, written as a fraction of the theoretical maximum amount of product (1.0 means a 100% yield; for example, 0.34 means a 34% yield).. This data is from Reaction yield outcomes from USPTO patents with 853,638 reactions. (1) The reactants are [CH2:1]([N:8]1[CH2:13][CH2:12][CH2:11][CH:10]([C:14]([OH:16])=O)[CH2:9]1)[C:2]1[CH:7]=[CH:6][CH:5]=[CH:4][CH:3]=1.Cl.[CH3:18][NH:19][O:20][CH3:21].C(N(CC)CC)C.ON1C2C=CC=CC=2N=N1.Cl.CN(C)CCCN=C=NCC. The catalyst is O1CCCC1.O. The product is [CH2:1]([N:8]1[CH2:13][CH2:12][CH2:11][CH:10]([C:14]([N:19]([O:20][CH3:21])[CH3:18])=[O:16])[CH2:9]1)[C:2]1[CH:7]=[CH:6][CH:5]=[CH:4][CH:3]=1. The yield is 0.710. (2) The product is [CH3:1][O:2][C:3]1[CH:4]=[C:5]2[C:10](=[CH:11][C:12]=1[O:13][CH3:14])[N:9]=[CH:8][CH:7]=[C:6]2[O:15][C:16]1[C:22]([CH3:23])=[CH:21][C:19]([NH:20][C:29](=[O:35])[O:28][C:26]2[CH:41]=[CH:42][CH:37]=[CH:38][CH:39]=2)=[C:18]([CH3:24])[CH:17]=1. The catalyst is C(Cl)Cl.C(N(CC)CC)C.C1(C)C=CC=CC=1. The yield is 0.500. The reactants are [CH3:1][O:2][C:3]1[CH:4]=[C:5]2[C:10](=[CH:11][C:12]=1[O:13][CH3:14])[N:9]=[CH:8][CH:7]=[C:6]2[O:15][C:16]1[C:22]([CH3:23])=[CH:21][C:19]([NH2:20])=[C:18]([CH3:24])[CH:17]=1.Cl[C:26](Cl)([O:28][C:29](=[O:35])OC(Cl)(Cl)Cl)Cl.[C:37]1(O)[CH:42]=[CH:41]C=[CH:39][CH:38]=1.C(=O)(O)[O-].[Na+].